This data is from NCI-60 drug combinations with 297,098 pairs across 59 cell lines. The task is: Regression. Given two drug SMILES strings and cell line genomic features, predict the synergy score measuring deviation from expected non-interaction effect. Drug 1: CC1C(C(CC(O1)OC2CC(CC3=C2C(=C4C(=C3O)C(=O)C5=C(C4=O)C(=CC=C5)OC)O)(C(=O)CO)O)N)O.Cl. Drug 2: C1CCN(CC1)CCOC2=CC=C(C=C2)C(=O)C3=C(SC4=C3C=CC(=C4)O)C5=CC=C(C=C5)O. Cell line: SW-620. Synergy scores: CSS=4.69, Synergy_ZIP=-1.87, Synergy_Bliss=0.550, Synergy_Loewe=-0.528, Synergy_HSA=0.0353.